This data is from Reaction yield outcomes from USPTO patents with 853,638 reactions. The task is: Predict the reaction yield, written as a fraction of the theoretical maximum amount of product (1.0 means a 100% yield; for example, 0.34 means a 34% yield). The reactants are [CH3:1][CH2:2][CH2:3][S:4]([NH:7][C:8]1[CH:9]=[CH:10][C:11]([F:33])=[C:12]([C:15]([C:17]2[C:21]3[CH:22]=[C:23]([C:26]4[CH:27]=[CH:28][C:29]([Cl:32])=[CH:30][CH:31]=4)[CH:24]=[N:25][C:20]=3[NH:19][CH:18]=2)=[O:16])[C:13]=1[F:14])(=[O:6])=[O:5].[OH:34][CH2:35][CH2:36][N+:37]([CH3:40])([CH3:39])[CH3:38]. The catalyst is CC(C)=O. The product is [CH3:1][CH2:2][CH2:3][S:4]([NH:7][C:8]1[CH:9]=[CH:10][C:11]([F:33])=[C:12]([C:15]([C:17]2[C:21]3[CH:22]=[C:23]([C:26]4[CH:27]=[CH:28][C:29]([Cl:32])=[CH:30][CH:31]=4)[CH:24]=[N:25][C:20]=3[NH:19][CH:18]=2)=[O:16])[C:13]=1[F:14])(=[O:6])=[O:5].[OH:34][CH2:35][CH2:36][N+:37]([CH3:40])([CH3:39])[CH3:38]. The yield is 0.297.